This data is from Reaction yield outcomes from USPTO patents with 853,638 reactions. The task is: Predict the reaction yield, written as a fraction of the theoretical maximum amount of product (1.0 means a 100% yield; for example, 0.34 means a 34% yield). (1) The reactants are [CH:1]1([CH2:4][C:5]2[C:13]3[C:12](=[O:14])[CH2:11][C:10]([CH3:16])([CH3:15])[CH2:9][C:8]=3[N:7]([C:17]3[CH:24]=[CH:23][C:20]([C:21]#[N:22])=[CH:19][CH:18]=3)[N:6]=2)[CH2:3][CH2:2]1.CC[OH:27].CS(C)=O. The catalyst is [OH-].[Na+].OO.[Cl-].[Na+].O. The product is [CH:1]1([CH2:4][C:5]2[C:13]3[C:12](=[O:14])[CH2:11][C:10]([CH3:16])([CH3:15])[CH2:9][C:8]=3[N:7]([C:17]3[CH:18]=[CH:19][C:20]([C:21]([NH2:22])=[O:27])=[CH:23][CH:24]=3)[N:6]=2)[CH2:3][CH2:2]1. The yield is 0.430. (2) The reactants are Br[C:2]1[C:3]([CH3:26])=[C:4]([C:15]([NH:18][C:19]([O:21][C:22]([CH3:25])([CH3:24])[CH3:23])=[O:20])=[CH:16][CH:17]=1)[C:5]([O:7][CH2:8][C:9]1[CH:14]=[CH:13][CH:12]=[CH:11][CH:10]=1)=[O:6].[CH2:27](B1OC2C=CC=CC=2O1)[CH2:28][CH3:29]. The catalyst is C1COCC1.[Cl-].[Na+].O.C1C=CC(P(C2C=CC=CC=2)[C-]2C=CC=C2)=CC=1.C1C=CC(P(C2C=CC=CC=2)[C-]2C=CC=C2)=CC=1.Cl[Pd]Cl.[Fe+2]. The product is [C:22]([O:21][C:19]([NH:18][C:15]1[C:4]([C:5]([O:7][CH2:8][C:9]2[CH:14]=[CH:13][CH:12]=[CH:11][CH:10]=2)=[O:6])=[C:3]([CH3:26])[C:2]([CH2:27][CH2:28][CH3:29])=[CH:17][CH:16]=1)=[O:20])([CH3:25])([CH3:24])[CH3:23]. The yield is 0.800. (3) The reactants are [Br:1][C:2]1[CH:3]=[C:4]2[C:9](=[CH:10][CH:11]=1)[O:8][CH2:7][CH:6]([N+:12]([O-])=O)[CH2:5]2. The catalyst is C(O)(=O)C.[Zn]. The product is [Br:1][C:2]1[CH:3]=[C:4]2[C:9](=[CH:10][CH:11]=1)[O:8][CH2:7][CH:6]([NH2:12])[CH2:5]2. The yield is 0.630.